From a dataset of Forward reaction prediction with 1.9M reactions from USPTO patents (1976-2016). Predict the product of the given reaction. (1) Given the reactants Cl[C:2]1[CH:7]=[N:6][CH:5]=[C:4]([Cl:8])[N:3]=1.[OH:9][C:10]1[CH:19]=[CH:18][CH:17]=[C:16]2[C:11]=1[CH:12]=[CH:13][CH:14]=[N:15]2, predict the reaction product. The product is: [Cl:8][C:4]1[CH:5]=[N:6][CH:7]=[C:2]([O:9][C:10]2[C:11]3[CH:12]=[CH:13][CH:14]=[N:15][C:16]=3[CH:17]=[CH:18][CH:19]=2)[N:3]=1. (2) The product is: [F:1][C:2]1[CH:7]=[CH:6][C:5]([CH3:8])=[CH:4][C:3]=1[NH:9][C:10]([NH:12][C:13]1[CH:33]=[CH:32][C:16]([O:17][C:18]2[CH:23]=[CH:22][N:21]=[C:20]([C:24]3[NH:28][CH:27]=[C:26]([C:29]([NH:68][CH2:69][CH2:70][CH2:71][C:72]([O:74][CH3:75])=[O:73])=[O:30])[CH:25]=3)[CH:19]=2)=[CH:15][CH:14]=1)=[O:11]. Given the reactants [F:1][C:2]1[CH:7]=[CH:6][C:5]([CH3:8])=[CH:4][C:3]=1[NH:9][C:10]([NH:12][C:13]1[CH:33]=[CH:32][C:16]([O:17][C:18]2[CH:23]=[CH:22][N:21]=[C:20]([C:24]3[NH:28][CH:27]=[C:26]([C:29](O)=[O:30])[CH:25]=3)[CH:19]=2)=[CH:15][CH:14]=1)=[O:11].CN(C(ON1N=NC2C=CC=NC1=2)=[N+](C)C)C.F[P-](F)(F)(F)(F)F.C(N(CC)C(C)C)(C)C.Cl.[NH2:68][CH2:69][CH2:70][CH2:71][C:72]([O:74][CH3:75])=[O:73].Cl, predict the reaction product. (3) Given the reactants [CH2:1]([O:8][C:9]([N:11]1[CH2:15][C@@H:14]([O:16][CH3:17])[C@H:13](O)[CH2:12]1)=[O:10])[C:2]1[CH:7]=[CH:6][CH:5]=[CH:4][CH:3]=1.C(N(S(F)(F)[F:25])CC)C, predict the reaction product. The product is: [CH2:1]([O:8][C:9]([N:11]1[CH2:15][C@H:14]([O:16][CH3:17])[C@H:13]([F:25])[CH2:12]1)=[O:10])[C:2]1[CH:7]=[CH:6][CH:5]=[CH:4][CH:3]=1. (4) Given the reactants [CH3:1][S-:2].[Na+].[Br:4][C:5]1[CH:6]=[CH:7][C:8](F)=[C:9]([C:11]([F:14])([F:13])[F:12])[CH:10]=1.O, predict the reaction product. The product is: [CH3:1][S:2][C:8]1[CH:7]=[CH:6][C:5]([Br:4])=[CH:10][C:9]=1[C:11]([F:14])([F:13])[F:12]. (5) Given the reactants Cl[C:2]1[CH:7]=[CH:6][NH:5][C:4](=[O:8])[CH:3]=1.[CH2:9](Br)[C:10]1[CH:15]=[CH:14][CH:13]=[CH:12][CH:11]=1, predict the reaction product. The product is: [CH2:9]([O:8][C:4]1[CH:3]=[CH:2][CH:7]=[CH:6][N:5]=1)[C:10]1[CH:15]=[CH:14][CH:13]=[CH:12][CH:11]=1.